From a dataset of Catalyst prediction with 721,799 reactions and 888 catalyst types from USPTO. Predict which catalyst facilitates the given reaction. (1) The catalyst class is: 5. Reactant: C[O:2][C:3](=[O:26])[CH2:4][CH2:5][N:6]1[C:11]2[CH:12]=[CH:13][CH:14]=[C:15]([CH:16]3[CH2:21][CH2:20][CH2:19][CH2:18][CH2:17]3)[C:10]=2[O:9][CH:8]([CH:22]([CH3:24])[CH3:23])[C:7]1=[O:25].[OH-].[Na+]. Product: [CH:16]1([C:15]2[C:10]3[O:9][CH:8]([CH:22]([CH3:24])[CH3:23])[C:7](=[O:25])[N:6]([CH2:5][CH2:4][C:3]([OH:26])=[O:2])[C:11]=3[CH:12]=[CH:13][CH:14]=2)[CH2:17][CH2:18][CH2:19][CH2:20][CH2:21]1. (2) Reactant: [Cl:1][C:2]1[CH:7]=[C:6]2[NH:8][C:9](=[O:39])[C:10]3([CH:15]([C:16]4[CH:21]=[C:20]([Cl:22])[CH:19]=[CH:18][C:17]=4[O:23][C:24]([C:27]([OH:29])=O)([CH3:26])[CH3:25])[CH2:14][C:13](=[O:30])[NH:12][CH:11]3[C:31]3[CH:36]=[C:35]([F:37])[CH:34]=[CH:33][C:32]=3[CH3:38])[C:5]2=[CH:4][CH:3]=1.C1N=CN(C(N2C=NC=C2)=O)C=1.[CH3:52][S:53]([NH2:56])(=[O:55])=[O:54].[H-].[Na+].Cl. Product: [Cl:1][C:2]1[CH:7]=[C:6]2[NH:8][C:9](=[O:39])[C:10]3([CH:15]([C:16]4[CH:21]=[C:20]([Cl:22])[CH:19]=[CH:18][C:17]=4[O:23][C:24]([CH3:25])([CH3:26])[C:27]([NH:56][S:53]([CH3:52])(=[O:55])=[O:54])=[O:29])[CH2:14][C:13](=[O:30])[NH:12][CH:11]3[C:31]3[CH:36]=[C:35]([F:37])[CH:34]=[CH:33][C:32]=3[CH3:38])[C:5]2=[CH:4][CH:3]=1. The catalyst class is: 18. (3) Reactant: [C:1]([O:9][CH2:10][C:11]1[O:15][N:14]=[C:13]([CH3:16])[CH:12]=1)(=[O:8])[C:2]1[CH:7]=[CH:6][CH:5]=[CH:4][CH:3]=1.CC(O)=O.C1C(=O)N([Br:28])C(=O)C1. Product: [C:1]([O:9][CH2:10][C:11]1[O:15][N:14]=[C:13]([CH3:16])[C:12]=1[Br:28])(=[O:8])[C:2]1[CH:3]=[CH:4][CH:5]=[CH:6][CH:7]=1. The catalyst class is: 6. (4) Reactant: [C:1]([C:3]1[CH:4]=[C:5]([S:17]([N:20]([CH2:26][C:27]2[CH:32]=[CH:31][C:30]([O:33][CH3:34])=[CH:29][C:28]=2[O:35][CH3:36])[C:21]2[S:25][N:24]=[CH:23][N:22]=2)(=[O:19])=[O:18])[CH:6]=[CH:7][C:8]=1B1OCC(C)(C)CO1)#[N:2].C(=O)([O-])[O-].[K+].[K+].Br[CH2:44][C:45]1[CH:50]=[CH:49][C:48]([C:51]([F:54])([F:53])[F:52])=[CH:47][C:46]=1[C:55]1[CH:60]=[CH:59][N:58]=[N:57][CH:56]=1. Product: [C:1]([C:3]1[CH:4]=[C:5]([S:17]([N:20]([CH2:26][C:27]2[CH:32]=[CH:31][C:30]([O:33][CH3:34])=[CH:29][C:28]=2[O:35][CH3:36])[C:21]2[S:25][N:24]=[CH:23][N:22]=2)(=[O:18])=[O:19])[CH:6]=[CH:7][C:8]=1[CH2:44][C:45]1[CH:50]=[CH:49][C:48]([C:51]([F:53])([F:54])[F:52])=[CH:47][C:46]=1[C:55]1[CH:60]=[CH:59][N:58]=[N:57][CH:56]=1)#[N:2]. The catalyst class is: 602.